From a dataset of Full USPTO retrosynthesis dataset with 1.9M reactions from patents (1976-2016). Predict the reactants needed to synthesize the given product. Given the product [C:21]([O:24][C:25]([N:8]([C:6]1[C:5]([O:18][CH3:19])=[CH:4][N:3]=[C:2]([Cl:1])[N:7]=1)[C:9]1[CH:10]=[C:11]2[C:15](=[CH:16][CH:17]=1)[N:14]([C:25]([O:24][C:21]([CH3:23])([CH3:22])[CH3:20])=[O:26])[N:13]=[CH:12]2)=[O:26])([CH3:23])([CH3:22])[CH3:20], predict the reactants needed to synthesize it. The reactants are: [Cl:1][C:2]1[N:7]=[C:6]([NH:8][C:9]2[CH:10]=[C:11]3[C:15](=[CH:16][CH:17]=2)[NH:14][N:13]=[CH:12]3)[C:5]([O:18][CH3:19])=[CH:4][N:3]=1.[CH3:20][C:21]([O:24][C:25](O[C:25]([O:24][C:21]([CH3:23])([CH3:22])[CH3:20])=[O:26])=[O:26])([CH3:23])[CH3:22].